Dataset: Forward reaction prediction with 1.9M reactions from USPTO patents (1976-2016). Task: Predict the product of the given reaction. (1) Given the reactants [NH2:1][C:2]1[CH:7]=[C:6]([O:8][CH3:9])[CH:5]=[CH:4][C:3]=1[NH:10][C:11](=[O:17])OC(C)(C)C.C([O-])([O-])=O.[K+].[K+], predict the reaction product. The product is: [CH3:9][O:8][C:6]1[CH:5]=[CH:4][C:3]2[NH:10][C:11](=[O:17])[NH:1][C:2]=2[CH:7]=1. (2) Given the reactants [Cl:1][C:2]1[C:3]([OH:13])=[C:4]([CH:8]=[C:9]([Cl:12])[C:10]=1[OH:11])[C:5](O)=[O:6].S(Cl)([Cl:16])=O, predict the reaction product. The product is: [Cl:1][C:2]1[C:3]([OH:13])=[C:4]([CH:8]=[C:9]([Cl:12])[C:10]=1[OH:11])[C:5]([Cl:16])=[O:6].